This data is from M1 muscarinic receptor antagonist screen with 61,756 compounds. The task is: Binary Classification. Given a drug SMILES string, predict its activity (active/inactive) in a high-throughput screening assay against a specified biological target. (1) The drug is S(c1n(C2CCCCC2)c(nn1)Cc1c2c(ccc1)cccc2)CC#N. The result is 0 (inactive). (2) The drug is Clc1ccc(C(=O)c2c(C(=O)N3CCOCC3)cccc2)cc1. The result is 0 (inactive). (3) The compound is S1C(N(c2c(n(n(c2=O)c2ccccc2)C)C)C(=O)C1)c1c(OC)cc(OC)cc1. The result is 0 (inactive). (4) The result is 0 (inactive). The compound is S(Cc1n(N)c(=O)c2c(n1)cccc2)c1ncccc1. (5) The compound is n12c(n3c(ncc3)C)cc(c(c1nc1c2cccc1)C#N)CCC. The result is 0 (inactive). (6) The molecule is S(=O)(=O)(NC1C(N2CCN(CC2)C(=O)C)c2c3c1cccc3ccc2)c1ccccc1. The result is 0 (inactive). (7) The molecule is O(C(CN(C)C)C)C(=O)c1ccc(OCCCC)cc1. The result is 0 (inactive).